From a dataset of Catalyst prediction with 721,799 reactions and 888 catalyst types from USPTO. Predict which catalyst facilitates the given reaction. (1) Reactant: [N+:1]([C:4]1[CH:9]=[CH:8][C:7]([N:10]=[C:11]=[S:12])=[CH:6][CH:5]=1)([O-:3])=[O:2].Cl.[O-:14][Mn](=O)(=O)=O.[K+].[CH2:20]([N:22]=[C:23]=[O:24])[CH3:21]. Product: [CH2:20]([N:22]1[C:23](=[O:24])[N:10]([C:7]2[CH:6]=[CH:5][C:4]([N+:1]([O-:3])=[O:2])=[CH:9][CH:8]=2)[C:11](=[O:14])[S:12]1)[CH3:21]. The catalyst class is: 1. (2) Reactant: [CH3:1][C:2]1[CH:7]=[CH:6][C:5]([S:8]([N:11]2[CH:15]=[CH:14][C:13]([C:16](=O)[CH2:17][C:18](=O)[C:19]([O:21][CH2:22][CH3:23])=[O:20])=[N:12]2)(=[O:10])=[O:9])=[CH:4][CH:3]=1.[NH:26]([C:28]1[CH:29]=[CH:30][C:31]([O:34][CH3:35])=[N:32][CH:33]=1)[NH2:27].C(OCC)(=O)C.C(=O)(O)[O-].[Na+]. Product: [CH3:35][O:34][C:31]1[N:32]=[CH:33][C:28]([N:26]2[C:16]([C:13]3[CH:14]=[CH:15][N:11]([S:8]([C:5]4[CH:6]=[CH:7][C:2]([CH3:1])=[CH:3][CH:4]=4)(=[O:10])=[O:9])[N:12]=3)=[CH:17][C:18]([C:19]([O:21][CH2:22][CH3:23])=[O:20])=[N:27]2)=[CH:29][CH:30]=1. The catalyst class is: 8.